From a dataset of Forward reaction prediction with 1.9M reactions from USPTO patents (1976-2016). Predict the product of the given reaction. (1) Given the reactants F[C:2]1[N:7]=[C:6]([CH3:8])[C:5]([NH2:9])=[CH:4][CH:3]=1.[CH2:10]([SH:13])[CH2:11][CH3:12].[OH-].[K+], predict the reaction product. The product is: [CH3:8][C:6]1[C:5]([NH2:9])=[CH:4][CH:3]=[C:2]([S:13][CH2:10][CH2:11][CH3:12])[N:7]=1. (2) Given the reactants CC1(C)[O:6][C@@H:5]([C:7]([NH:9][C@H:10]2[C:19]3[C:14](=[CH:15][C:16]([CH2:20][N:21]4[CH2:26][CH2:25][CH2:24][CH2:23][CH2:22]4)=[CH:17][CH:18]=3)[CH2:13][CH2:12][CH2:11]2)=[O:8])[C@@H:4]([CH2:27][S:28]([C:31]2[CH:40]=[CH:39][C:38]3[C:33](=[CH:34][CH:35]=[CH:36][CH:37]=3)[CH:32]=2)(=[O:30])=[O:29])[O:3]1.Cl.O1CCOCC1, predict the reaction product. The product is: [OH:6][C@H:5]([C@H:4]([OH:3])[CH2:27][S:28]([C:31]1[CH:40]=[CH:39][C:38]2[C:33](=[CH:34][CH:35]=[CH:36][CH:37]=2)[CH:32]=1)(=[O:30])=[O:29])[C:7]([NH:9][C@H:10]1[C:19]2[C:14](=[CH:15][C:16]([CH2:20][N:21]3[CH2:26][CH2:25][CH2:24][CH2:23][CH2:22]3)=[CH:17][CH:18]=2)[CH2:13][CH2:12][CH2:11]1)=[O:8]. (3) Given the reactants C(OC([NH:8][C@H:9]([C:22]([NH:24][C@H:25]([C:27]([O:29][CH2:30][CH2:31][O:32][C:33]1[CH:38]=[CH:37][C:36]([C:39]2[C:44]([C:45]#[N:46])=[C:43]([N:47]3[CH2:51][CH2:50][CH2:49][CH2:48]3)[N:42]=[C:41]([S:52][CH2:53][C:54]3[N:55]=[C:56]([C:59]4[CH:64]=[CH:63][C:62]([Cl:65])=[CH:61][CH:60]=4)[S:57][CH:58]=3)[C:40]=2[C:66]#[N:67])=[CH:35][CH:34]=1)=[O:28])[CH3:26])=[O:23])[CH2:10][CH2:11][CH2:12][CH2:13][NH:14]C(OC(C)(C)C)=O)=O)(C)(C)C.[ClH:68], predict the reaction product. The product is: [ClH:65].[ClH:68].[NH2:8][C@H:9]([C:22]([NH:24][C@H:25]([C:27]([O:29][CH2:30][CH2:31][O:32][C:33]1[CH:34]=[CH:35][C:36]([C:39]2[C:44]([C:45]#[N:46])=[C:43]([N:47]3[CH2:48][CH2:49][CH2:50][CH2:51]3)[N:42]=[C:41]([S:52][CH2:53][C:54]3[N:55]=[C:56]([C:59]4[CH:64]=[CH:63][C:62]([Cl:65])=[CH:61][CH:60]=4)[S:57][CH:58]=3)[C:40]=2[C:66]#[N:67])=[CH:37][CH:38]=1)=[O:28])[CH3:26])=[O:23])[CH2:10][CH2:11][CH2:12][CH2:13][NH2:14].